The task is: Predict the product of the given reaction.. This data is from Forward reaction prediction with 1.9M reactions from USPTO patents (1976-2016). (1) The product is: [CH:37]1([C:35]([NH:34][C:32]2[N:33]=[C:28]3[CH:27]=[CH:26][C:25]([O:24][C:23]4[CH:40]=[CH:41][C:20]([NH:19][C:15]([C:12]5[C:13](=[O:14])[N:9]([C:3]6[C:4]([Cl:8])=[CH:5][CH:6]=[CH:7][C:2]=6[Cl:1])[N:10]([CH3:18])[CH:11]=5)=[O:17])=[CH:21][C:22]=4[F:42])=[CH:30][N:29]3[CH:31]=2)=[O:36])[CH2:38][CH2:39]1. Given the reactants [Cl:1][C:2]1[CH:7]=[CH:6][CH:5]=[C:4]([Cl:8])[C:3]=1[N:9]1[C:13](=[O:14])[C:12]([C:15]([OH:17])=O)=[CH:11][N:10]1[CH3:18].[NH2:19][C:20]1[CH:41]=[CH:40][C:23]([O:24][C:25]2[CH:26]=[CH:27][C:28]3[N:29]([CH:31]=[C:32]([NH:34][C:35]([CH:37]4[CH2:39][CH2:38]4)=[O:36])[N:33]=3)[CH:30]=2)=[C:22]([F:42])[CH:21]=1.CN(C(ON1N=NC2C=CC=NC1=2)=[N+](C)C)C.F[P-](F)(F)(F)(F)F.C(N(CC)C(C)C)(C)C, predict the reaction product. (2) Given the reactants [NH2:1][CH:2]([C:21]1[CH:26]=[CH:25][C:24]([Cl:27])=[CH:23][CH:22]=1)[C:3]1[N:7]([CH:8]([CH3:10])[CH3:9])[C:6]([C:11]2[CH2:12][CH2:13][N:14]([CH3:17])[CH2:15][CH:16]=2)=[N:5][C:4]=1[C:18]([OH:20])=O, predict the reaction product. The product is: [Cl:27][C:24]1[CH:23]=[CH:22][C:21]([CH:2]2[C:3]3[N:7]([CH:8]([CH3:10])[CH3:9])[C:6]([C:11]4[CH2:12][CH2:13][N:14]([CH3:17])[CH2:15][CH:16]=4)=[N:5][C:4]=3[C:18](=[O:20])[NH:1]2)=[CH:26][CH:25]=1. (3) Given the reactants [I:1][C:2]1[C:7]([CH:8]=[O:9])=[C:6]([O:10]C)[N:5]=[CH:4][CH:3]=1.[I-].[Na+].Cl[Si](C)(C)C.O, predict the reaction product. The product is: [I:1][C:2]1[CH:3]=[CH:4][NH:5][C:6](=[O:10])[C:7]=1[CH:8]=[O:9]. (4) Given the reactants [NH2:1][C:2]1[CH:7]=[CH:6][CH:5]=[CH:4][CH:3]=1.N1C=CC=CC=1.[CH3:14][S:15](Cl)(=[O:17])=[O:16].[OH-].[Na+], predict the reaction product. The product is: [C:2]1([NH:1][S:15]([CH3:14])(=[O:17])=[O:16])[CH:7]=[CH:6][CH:5]=[CH:4][CH:3]=1.